This data is from Catalyst prediction with 721,799 reactions and 888 catalyst types from USPTO. The task is: Predict which catalyst facilitates the given reaction. (1) Reactant: [I:1]/[CH:2]=[CH:3]/[CH2:4][CH2:5][C@@H:6]([C@H:8]1[C:13]([O:14][CH3:15])=[N:12][C@H:11]([CH:16]([CH3:18])[CH3:17])[C:10]([O:19][CH3:20])=[N:9]1)[OH:7].N1C(C)=CC=CC=1C.[Si:29](OS(C(F)(F)F)(=O)=O)([C:32]([CH3:35])([CH3:34])[CH3:33])([CH3:31])[CH3:30].[NH4+].[Cl-]. Product: [Si:29]([O:7][C@H:6]([C@H:8]1[C:13]([O:14][CH3:15])=[N:12][C@H:11]([CH:16]([CH3:17])[CH3:18])[C:10]([O:19][CH3:20])=[N:9]1)[CH2:5][CH2:4]/[CH:3]=[CH:2]/[I:1])([C:32]([CH3:35])([CH3:34])[CH3:33])([CH3:31])[CH3:30]. The catalyst class is: 34. (2) Reactant: [CH2:1]([C:4]1([C:12]2[CH:17]=[CH:16][CH:15]=[C:14]([O:18][CH3:19])[CH:13]=2)[O:9][CH2:8][CH2:7][N:6]([CH3:10])[C:5]1=[O:11])[CH:2]=[CH2:3]. Product: [CH3:19][O:18][C:14]1[CH:13]=[C:12]([C:4]2([CH2:1][CH2:2][CH3:3])[O:9][CH2:8][CH2:7][N:6]([CH3:10])[C:5]2=[O:11])[CH:17]=[CH:16][CH:15]=1. The catalyst class is: 5. (3) Reactant: [Br:1][C:2]1[CH:7]=[CH:6][C:5]([S:8]([NH:11][C:12]2[CH:13]=[N:14][CH:15]=[C:16](B3OC(C)(C)C(C)(C)O3)[CH:17]=2)(=[O:10])=[O:9])=[C:4]([Cl:27])[CH:3]=1.Cl[C:29]1[CH:30]=[CH:31][C:32]2[N:33]=[CH:34][N:35]=[C:36]([O:39][CH:40]3[CH2:45][CH2:44][O:43][CH2:42][CH2:41]3)[C:37]=2[N:38]=1.C(=O)(O)[O-].[Na+]. Product: [Br:1][C:2]1[CH:7]=[CH:6][C:5]([S:8]([NH:11][C:12]2[CH:13]=[N:14][CH:15]=[C:16]([C:29]3[CH:30]=[CH:31][C:32]4[N:33]=[CH:34][N:35]=[C:36]([O:39][CH:40]5[CH2:45][CH2:44][O:43][CH2:42][CH2:41]5)[C:37]=4[N:38]=3)[CH:17]=2)(=[O:9])=[O:10])=[C:4]([Cl:27])[CH:3]=1. The catalyst class is: 368.